From a dataset of Catalyst prediction with 721,799 reactions and 888 catalyst types from USPTO. Predict which catalyst facilitates the given reaction. (1) Reactant: [F:1][C:2]([F:24])([F:23])[C:3]([C:5]1[C:15]2[O:14][CH2:13][CH2:12][N:11]([C:16]([O:18][C:19]([CH3:22])([CH3:21])[CH3:20])=[O:17])[CH2:10][C:9]=2[CH:8]=[CH:7][CH:6]=1)=[CH2:4]. Product: [F:24][C:2]([F:1])([F:23])[CH:3]([C:5]1[C:15]2[O:14][CH2:13][CH2:12][N:11]([C:16]([O:18][C:19]([CH3:21])([CH3:20])[CH3:22])=[O:17])[CH2:10][C:9]=2[CH:8]=[CH:7][CH:6]=1)[CH3:4]. The catalyst class is: 43. (2) Reactant: Cl[C:2]([O:4][CH:5]([Cl:7])[CH3:6])=[O:3].[F:8][C:9]1[CH:14]=[CH:13][C:12]([C:15]2[N:16]([CH2:38][CH2:39][C@@H:40]([OH:53])[CH2:41][C@@H:42]([OH:52])[CH2:43][C:44]([O:46][CH2:47]/[CH:48]=[CH:49]\[CH2:50][OH:51])=[O:45])[C:17]([CH:35]([CH3:37])[CH3:36])=[C:18]([C:26](=[O:34])[NH:27][C:28]3[CH:33]=[CH:32][CH:31]=[CH:30][CH:29]=3)[C:19]=2[C:20]2[CH:25]=[CH:24][CH:23]=[CH:22][CH:21]=2)=[CH:11][CH:10]=1.N1C=CC=CC=1. Product: [F:8][C:9]1[CH:14]=[CH:13][C:12]([C:15]2[N:16]([CH2:38][CH2:39][C@@H:40]([OH:53])[CH2:41][C@@H:42]([OH:52])[CH2:43][C:44]([O:46][CH2:47]/[CH:48]=[CH:49]\[CH2:50][O:51][C:2]([O:4][CH:5]([Cl:7])[CH3:6])=[O:3])=[O:45])[C:17]([CH:35]([CH3:37])[CH3:36])=[C:18]([C:26](=[O:34])[NH:27][C:28]3[CH:33]=[CH:32][CH:31]=[CH:30][CH:29]=3)[C:19]=2[C:20]2[CH:21]=[CH:22][CH:23]=[CH:24][CH:25]=2)=[CH:11][CH:10]=1. The catalyst class is: 2. (3) Reactant: Cl[C:2]1[C:7]2[N:8]=[C:9]([C:11]3[CH:16]=[CH:15][CH:14]=[CH:13][CH:12]=3)[S:10][C:6]=2[C:5]([C:17]#[N:18])=[CH:4][N:3]=1.C(=O)([O-])[O-].[K+].[K+].[NH2:25][C@H:26]1[CH2:31][CH2:30][CH2:29][N:28]([C:32]([O:34][C:35]([CH3:38])([CH3:37])[CH3:36])=[O:33])[CH2:27]1. Product: [C:17]([C:5]1[C:6]2[S:10][C:9]([C:11]3[CH:16]=[CH:15][CH:14]=[CH:13][CH:12]=3)=[N:8][C:7]=2[C:2]([NH:25][C@H:26]2[CH2:31][CH2:30][CH2:29][N:28]([C:32]([O:34][C:35]([CH3:38])([CH3:37])[CH3:36])=[O:33])[CH2:27]2)=[N:3][CH:4]=1)#[N:18]. The catalyst class is: 37. (4) Reactant: [CH2:1]([N:8]1[CH2:13][CH2:12][CH:11]([C:14](O)=[O:15])[CH:10]([C:17]2[CH:22]=[CH:21][C:20]([Cl:23])=[CH:19][CH:18]=2)[CH2:9]1)[C:2]1[CH:7]=[CH:6][CH:5]=[CH:4][CH:3]=1.CN([C:27]([O:31][N:32]1N=NC2C=CC=N[C:33]1=2)=[N+](C)C)C.F[P-](F)(F)(F)(F)F.CNOC.CCN(C(C)C)C(C)C. Product: [CH3:27][O:31][N:32]([CH3:33])[C:14]([CH:11]1[CH2:12][CH2:13][N:8]([CH2:1][C:2]2[CH:7]=[CH:6][CH:5]=[CH:4][CH:3]=2)[CH2:9][CH:10]1[C:17]1[CH:22]=[CH:21][C:20]([Cl:23])=[CH:19][CH:18]=1)=[O:15]. The catalyst class is: 3. (5) Reactant: [CH2:1]([O:3][C:4](=[O:9])[CH:5]([NH2:8])[C:6]#[N:7])[CH3:2].[C:10](OCC)(OCC)(OCC)[CH2:11][CH3:12].[NH2:22][C:23]1[CH:28]=[CH:27][CH:26]=[CH:25][CH:24]=1. Product: [CH2:1]([O:3][C:4]([C:5]1[N:8]=[C:10]([CH2:11][CH3:12])[N:22]([C:23]2[CH:28]=[CH:27][CH:26]=[CH:25][CH:24]=2)[C:6]=1[NH2:7])=[O:9])[CH3:2]. The catalyst class is: 10. (6) Reactant: [CH:1]1[C:10]2[C:5](=[CH:6][CH:7]=[CH:8][CH:9]=2)[CH:4]=[CH:3][C:2]=1[C:11]([NH2:13])=O.[H-].[Al+3].[Li+].[H-].[H-].[H-].C(OCC)(=O)C.S([O-])([O-])(=O)=O.[Na+].[Na+]. Product: [CH:1]1[C:10]2[C:5](=[CH:6][CH:7]=[CH:8][CH:9]=2)[CH:4]=[CH:3][C:2]=1[CH2:11][NH2:13]. The catalyst class is: 1. (7) Reactant: [CH3:1][O:2][C:3]1[CH:8]=[CH:7][C:6]([CH2:9][C:10]([OH:12])=O)=[CH:5][CH:4]=1.C(Cl)(=O)C(Cl)=O.[CH3:19][O:20][C:21]1[CH:22]=[C:23]2[C:28](=[CH:29][CH:30]=1)[CH:27]=[N:26][C:25]([NH2:31])=[CH:24]2.CCN(CC)CC. Product: [CH3:19][O:20][C:21]1[CH:22]=[C:23]2[C:28](=[CH:29][CH:30]=1)[CH:27]=[N:26][C:25]([NH:31][C:10](=[O:12])[CH2:9][C:6]1[CH:5]=[CH:4][C:3]([O:2][CH3:1])=[CH:8][CH:7]=1)=[CH:24]2. The catalyst class is: 118.